Dataset: Peptide-MHC class II binding affinity with 134,281 pairs from IEDB. Task: Regression. Given a peptide amino acid sequence and an MHC pseudo amino acid sequence, predict their binding affinity value. This is MHC class II binding data. (1) The peptide sequence is GGGGESFGIVVAWQV. The MHC is HLA-DQA10104-DQB10503 with pseudo-sequence HLA-DQA10104-DQB10503. The binding affinity (normalized) is 0.386. (2) The peptide sequence is AFKVAATAAAAAPAN. The MHC is DRB1_0701 with pseudo-sequence DRB1_0701. The binding affinity (normalized) is 0.587. (3) The peptide sequence is LTGYSLFQKEKMVLN. The MHC is HLA-DQA10501-DQB10301 with pseudo-sequence HLA-DQA10501-DQB10301. The binding affinity (normalized) is 0.557. (4) The peptide sequence is KMIGGIGGFIKVRQYDQISI. The MHC is HLA-DPA10301-DPB10402 with pseudo-sequence HLA-DPA10301-DPB10402. The binding affinity (normalized) is 0.177. (5) The peptide sequence is DSDAASPRMAPRAPWIEQE. The MHC is HLA-DQA10301-DQB10301 with pseudo-sequence HLA-DQA10301-DQB10301. The binding affinity (normalized) is 0.150. (6) The peptide sequence is YFESFVREFVATART. The MHC is DRB1_1501 with pseudo-sequence DRB1_1501. The binding affinity (normalized) is 0.354. (7) The binding affinity (normalized) is 0.453. The peptide sequence is WKTWGKNLVFSPGRK. The MHC is HLA-DQA10501-DQB10303 with pseudo-sequence HLA-DQA10501-DQB10303.